The task is: Predict the reactants needed to synthesize the given product.. This data is from Full USPTO retrosynthesis dataset with 1.9M reactions from patents (1976-2016). Given the product [CH2:85]([O:84][C:82](=[O:83])[NH:73][CH:74]([C:79]([N:13]1[CH2:14][CH2:15][CH:8]2[N:7]([C:5](=[O:6])[NH:4][CH:1]([CH3:3])[CH3:2])[CH2:11][CH:10]([OH:12])[CH:9]12)=[O:80])[C:75]([CH3:76])([CH3:77])[CH3:78])[C:86]1[CH:91]=[CH:90][CH:89]=[CH:88][CH:87]=1, predict the reactants needed to synthesize it. The reactants are: [CH:1]([NH:4][C:5]([N:7]1[CH2:11][CH:10]([OH:12])[CH:9]2[NH:13][CH2:14][CH2:15][CH:8]12)=[O:6])([CH3:3])[CH3:2].CCN(C(C)C)C(C)C.CN(C(ON1N=NC2C=CC=NC1=2)=[N+](C)C)C.F[P-](F)(F)(F)(F)F.CN(C(ON1N=NC2C=CC=NC1=2)=[N+](C)C)C.F[P-](F)(F)(F)(F)F.[NH:73]([C:82]([O:84][CH2:85][C:86]1[CH:91]=[CH:90][CH:89]=[CH:88][CH:87]=1)=[O:83])[C@H:74]([C:79](O)=[O:80])[C:75]([CH3:78])([CH3:77])[CH3:76].